This data is from Forward reaction prediction with 1.9M reactions from USPTO patents (1976-2016). The task is: Predict the product of the given reaction. (1) The product is: [C:1]([O:5][C:6](=[O:37])[NH:7][CH2:8][C@@H:9]([NH:10][C:11]([C:13]1[S:29][C:16]2=[N:17][C:18]3[C:23]([CH:24]=[C:15]2[CH:14]=1)=[CH:22][C:21]([C:25]([CH3:28])([CH3:27])[CH3:26])=[CH:20][CH:19]=3)=[O:12])[C:30]1[CH:35]=[CH:34][CH:33]=[C:32]([NH:36][C:51]([C:48]2[CH:47]=[C:46]([CH3:45])[O:50][N:49]=2)=[O:52])[CH:31]=1)([CH3:2])([CH3:3])[CH3:4]. Given the reactants [C:1]([O:5][C:6](=[O:37])[NH:7][CH2:8][C@H:9]([C:30]1[CH:35]=[CH:34][CH:33]=[C:32]([NH2:36])[CH:31]=1)[NH:10][C:11]([C:13]1[S:29][C:16]2=[N:17][C:18]3[C:23]([CH:24]=[C:15]2[CH:14]=1)=[CH:22][C:21]([C:25]([CH3:28])([CH3:27])[CH3:26])=[CH:20][CH:19]=3)=[O:12])([CH3:4])([CH3:3])[CH3:2].CCN(CC)CC.[CH3:45][C:46]1[O:50][N:49]=[C:48]([C:51](Cl)=[O:52])[CH:47]=1, predict the reaction product. (2) Given the reactants [CH2:1]([O:8][C:9]1[C:28]([Cl:29])=[CH:27][C:12]([C:13]([NH:15][C:16]2[CH:21]=[CH:20][CH:19]=[CH:18][C:17]=2[O:22][CH2:23][CH2:24][CH2:25]O)=[O:14])=[CH:11][C:10]=1[Cl:30])[C:2]1[CH:7]=[CH:6][CH:5]=[CH:4][CH:3]=1.CS([Cl:35])(=O)=O.O, predict the reaction product. The product is: [CH2:1]([O:8][C:9]1[C:28]([Cl:29])=[CH:27][C:12]([C:13]([NH:15][C:16]2[CH:21]=[CH:20][CH:19]=[CH:18][C:17]=2[O:22][CH2:23][CH2:24][CH2:25][Cl:35])=[O:14])=[CH:11][C:10]=1[Cl:30])[C:2]1[CH:7]=[CH:6][CH:5]=[CH:4][CH:3]=1. (3) Given the reactants [Cl:1][C:2]1[CH:34]=[CH:33][CH:32]=[C:31]([Cl:35])[C:3]=1[C:4]([NH:6][C@H:7]([C:22]([O:24][CH2:25][CH2:26][Si:27]([CH3:30])([CH3:29])[CH3:28])=[O:23])[CH2:8][C:9]1[CH:21]=[CH:20][C:12]([C:13]([O:15]C(C)(C)C)=[O:14])=[CH:11][CH:10]=1)=[O:5], predict the reaction product. The product is: [Cl:1][C:2]1[CH:34]=[CH:33][CH:32]=[C:31]([Cl:35])[C:3]=1[C:4]([NH:6][C@H:7]([C:22]([O:24][CH2:25][CH2:26][Si:27]([CH3:28])([CH3:29])[CH3:30])=[O:23])[CH2:8][C:9]1[CH:21]=[CH:20][C:12]([C:13]([OH:15])=[O:14])=[CH:11][CH:10]=1)=[O:5]. (4) Given the reactants Br[C:2]1[CH:3]=[C:4]2[C:9](=[CH:10][CH:11]=1)[N:8]=[CH:7][C:6]([C:12](=[O:14])[CH3:13])=[C:5]2[NH:15][CH:16]1[CH2:21][CH2:20][CH:19]([N:22]([CH2:25][CH3:26])[CH2:23][CH3:24])[CH2:18][CH2:17]1.[Cl:27][C:28]1[CH:33]=[C:32](B2OC(C)(C)C(C)(C)O2)[CH:31]=[C:30]([O:43][CH3:44])[C:29]=1[OH:45], predict the reaction product. The product is: [Cl:27][C:28]1[CH:33]=[C:32]([C:2]2[CH:3]=[C:4]3[C:9](=[CH:10][CH:11]=2)[N:8]=[CH:7][C:6]([C:12](=[O:14])[CH3:13])=[C:5]3[NH:15][CH:16]2[CH2:21][CH2:20][CH:19]([N:22]([CH2:23][CH3:24])[CH2:25][CH3:26])[CH2:18][CH2:17]2)[CH:31]=[C:30]([O:43][CH3:44])[C:29]=1[OH:45]. (5) Given the reactants [N:1]1[CH:6]=[CH:5][CH:4]=[CH:3][C:2]=1[CH:7]=O.[C:9]([CH2:14][CH:15]=P(C1C=CC=CC=1)(C1C=CC=CC=1)C1C=CC=CC=1)([O:11][CH2:12][CH3:13])=[O:10], predict the reaction product. The product is: [CH2:12]([O:11][C:9](=[O:10])[CH:14]([CH3:15])[CH2:7][C:2]1[CH:3]=[CH:4][CH:5]=[CH:6][N:1]=1)[CH3:13]. (6) Given the reactants CC(C)([O-])C.[Na+].[O:7]=[C:8]1[CH2:16][C:15]2[C:10](=[CH:11][CH:12]=[C:13]([C:17]([O:19][CH3:20])=[O:18])[CH:14]=2)[NH:9]1.Cl[C:22]1[C:23]2[CH:30]=[CH:29][S:28][C:24]=2[N:25]=[CH:26][N:27]=1.Cl, predict the reaction product. The product is: [CH3:20][O:19][C:17]([C:13]1[CH:14]=[C:15]2[C:10](=[CH:11][CH:12]=1)[NH:9][C:8]([OH:7])=[C:16]2[C:22]1[C:23]2[CH:30]=[CH:29][S:28][C:24]=2[N:25]=[CH:26][N:27]=1)=[O:18].